From a dataset of Peptide-MHC class I binding affinity with 185,985 pairs from IEDB/IMGT. Regression. Given a peptide amino acid sequence and an MHC pseudo amino acid sequence, predict their binding affinity value. This is MHC class I binding data. The peptide sequence is YPLTFGWCY. The MHC is HLA-A68:01 with pseudo-sequence HLA-A68:01. The binding affinity (normalized) is 0.00908.